From a dataset of NCI-60 drug combinations with 297,098 pairs across 59 cell lines. Regression. Given two drug SMILES strings and cell line genomic features, predict the synergy score measuring deviation from expected non-interaction effect. (1) Cell line: UO-31. Synergy scores: CSS=5.78, Synergy_ZIP=-0.787, Synergy_Bliss=1.97, Synergy_Loewe=-0.00557, Synergy_HSA=0.337. Drug 2: CC(C)(C#N)C1=CC(=CC(=C1)CN2C=NC=N2)C(C)(C)C#N. Drug 1: C1=NC2=C(N=C(N=C2N1C3C(C(C(O3)CO)O)O)F)N. (2) Drug 1: CN(C)C1=NC(=NC(=N1)N(C)C)N(C)C. Drug 2: CC1=CC=C(C=C1)C2=CC(=NN2C3=CC=C(C=C3)S(=O)(=O)N)C(F)(F)F. Cell line: HT29. Synergy scores: CSS=-6.05, Synergy_ZIP=2.06, Synergy_Bliss=-2.28, Synergy_Loewe=-20.6, Synergy_HSA=-8.45. (3) Drug 1: C1=NC2=C(N=C(N=C2N1C3C(C(C(O3)CO)O)O)F)N. Drug 2: CS(=O)(=O)OCCCCOS(=O)(=O)C. Cell line: SK-MEL-5. Synergy scores: CSS=6.22, Synergy_ZIP=-2.76, Synergy_Bliss=-3.05, Synergy_Loewe=-0.227, Synergy_HSA=-2.33. (4) Drug 1: CC12CCC3C(C1CCC2=O)CC(=C)C4=CC(=O)C=CC34C. Drug 2: CC1CCC2CC(C(=CC=CC=CC(CC(C(=O)C(C(C(=CC(C(=O)CC(OC(=O)C3CCCCN3C(=O)C(=O)C1(O2)O)C(C)CC4CCC(C(C4)OC)OCCO)C)C)O)OC)C)C)C)OC. Cell line: RXF 393. Synergy scores: CSS=24.9, Synergy_ZIP=-1.70, Synergy_Bliss=-3.27, Synergy_Loewe=-8.97, Synergy_HSA=-2.80. (5) Drug 1: CCC1(CC2CC(C3=C(CCN(C2)C1)C4=CC=CC=C4N3)(C5=C(C=C6C(=C5)C78CCN9C7C(C=CC9)(C(C(C8N6C=O)(C(=O)OC)O)OC(=O)C)CC)OC)C(=O)OC)O.OS(=O)(=O)O. Drug 2: CCC1(CC2CC(C3=C(CCN(C2)C1)C4=CC=CC=C4N3)(C5=C(C=C6C(=C5)C78CCN9C7C(C=CC9)(C(C(C8N6C)(C(=O)OC)O)OC(=O)C)CC)OC)C(=O)OC)O.OS(=O)(=O)O. Cell line: UACC62. Synergy scores: CSS=36.1, Synergy_ZIP=-1.16, Synergy_Bliss=2.79, Synergy_Loewe=-0.419, Synergy_HSA=0.677.